This data is from Reaction yield outcomes from USPTO patents with 853,638 reactions. The task is: Predict the reaction yield, written as a fraction of the theoretical maximum amount of product (1.0 means a 100% yield; for example, 0.34 means a 34% yield). The reactants are [I:1][C:2]1[CH:20]=[CH:19][C:5]2[O:6][CH2:7][CH2:8][C:9]3[N:10]([N:11]=[C:12]([C:14](OCC)=[O:15])[CH:13]=3)[C:4]=2[CH:3]=1.[NH3:21]. The product is [I:1][C:2]1[CH:20]=[CH:19][C:5]2[O:6][CH2:7][CH2:8][C:9]3[N:10]([N:11]=[C:12]([C:14]([NH2:21])=[O:15])[CH:13]=3)[C:4]=2[CH:3]=1. No catalyst specified. The yield is 0.360.